This data is from Reaction yield outcomes from USPTO patents with 853,638 reactions. The task is: Predict the reaction yield, written as a fraction of the theoretical maximum amount of product (1.0 means a 100% yield; for example, 0.34 means a 34% yield). (1) The reactants are [CH3:1][NH:2][C:3]([N:5]1[C:17]2([CH2:22][CH2:21][N:20](C(OC(C)(C)C)=O)[CH2:19][CH2:18]2)[C:9]2=[CH:10][CH:11]=[C:12]([C:13]([F:16])([F:15])[F:14])[N:8]2[CH2:7][CH2:6]1)=[O:4].[ClH:30].O1CCOCC1. The catalyst is C(#N)C. The product is [ClH:30].[CH3:1][NH:2][C:3]([N:5]1[C:17]2([CH2:22][CH2:21][NH:20][CH2:19][CH2:18]2)[C:9]2=[CH:10][CH:11]=[C:12]([C:13]([F:15])([F:16])[F:14])[N:8]2[CH2:7][CH2:6]1)=[O:4]. The yield is 0.990. (2) The reactants are [C:1]([C:3]1[C:8](=[O:9])[NH:7][C:6]([CH3:16])([C:10](N(OC)C)=[O:11])[CH2:5][C:4]=1[C:17]1[CH:22]=[CH:21][C:20]([CH3:23])=[CH:19][CH:18]=1)#[N:2].[C:24]([Mg]Br)#[CH:25]. The catalyst is O1CCCC1. The product is [CH3:16][C:6]1([C:10](=[O:11])[C:24]#[CH:25])[NH:7][C:8](=[O:9])[C:3]([C:1]#[N:2])=[C:4]([C:17]2[CH:18]=[CH:19][C:20]([CH3:23])=[CH:21][CH:22]=2)[CH2:5]1. The yield is 0.780. (3) The reactants are [OH:1][C:2]1[N:10]=[CH:9][CH:8]=[CH:7][C:3]=1[C:4]([OH:6])=[O:5].[Br:11]Br. The catalyst is C(O)(=O)C. The product is [Br:11][C:8]1[CH:9]=[N:10][C:2]([OH:1])=[C:3]([CH:7]=1)[C:4]([OH:6])=[O:5]. The yield is 0.780. (4) The reactants are [CH2:1]([NH:4][C:5]([C:7]1[NH:8][C:9]2[C:14]([C:15]=1[C:16]1[CH:21]=[CH:20][CH:19]=[CH:18][CH:17]=1)=[CH:13][C:12]([NH2:22])=[CH:11][CH:10]=2)=[O:6])[CH2:2][CH3:3].[F:23][C:24]([F:37])([F:36])[O:25][C:26]1[CH:31]=[CH:30][C:29]([S:32](Cl)(=[O:34])=[O:33])=[CH:28][CH:27]=1. The catalyst is CCCCCC.C(OCC)(=O)C. The product is [CH2:1]([NH:4][C:5]([C:7]1[NH:8][C:9]2[C:14]([C:15]=1[C:16]1[CH:21]=[CH:20][CH:19]=[CH:18][CH:17]=1)=[CH:13][C:12]([NH:22][S:32]([C:29]1[CH:28]=[CH:27][C:26]([O:25][C:24]([F:23])([F:36])[F:37])=[CH:31][CH:30]=1)(=[O:34])=[O:33])=[CH:11][CH:10]=2)=[O:6])[CH2:2][CH3:3]. The yield is 0.410. (5) The reactants are [C:1]([C:3]1[CH:4]=[C:5]2[C:9](=[CH:10][CH:11]=1)[NH:8][C:7](=[O:12])[CH2:6]2)#[N:2].[H-].[Na+].[C:15]([N:18]1[CH2:23][CH2:22][N:21]([C:24](=[O:39])[CH2:25][O:26][C:27]2[CH:36]=[C:35]3[C:30]([C:31](SC)=[N:32][CH:33]=[N:34]3)=[CH:29][CH:28]=2)[CH2:20][CH2:19]1)(=[O:17])[CH3:16].[Cl-:40].[NH4+]. The catalyst is CS(C)=O. The product is [ClH:40].[C:15]([N:18]1[CH2:23][CH2:22][N:21]([C:24](=[O:39])[CH2:25][O:26][C:27]2[CH:36]=[C:35]3[C:30]([C:31]([CH:6]4[C:5]5[C:9](=[CH:10][CH:11]=[C:3]([C:1]#[N:2])[CH:4]=5)[NH:8][C:7]4=[O:12])=[N:32][CH:33]=[N:34]3)=[CH:29][CH:28]=2)[CH2:20][CH2:19]1)(=[O:17])[CH3:16]. The yield is 0.520.